Task: Predict the reactants needed to synthesize the given product.. Dataset: Full USPTO retrosynthesis dataset with 1.9M reactions from patents (1976-2016) (1) Given the product [C:1]([OH:7])(=[O:12])[CH2:6][CH2:5][CH2:4][CH2:15][C:14]([OH:17])=[O:16], predict the reactants needed to synthesize it. The reactants are: [C:1]1(=[O:7])[CH2:6][CH2:5][CH2:4]CC1.[N+]([O-])(O)=O.[O:12]=O.[C:14]([OH:17])(=[O:16])[CH3:15]. (2) Given the product [CH:12]([O:11][CH2:10][C:5]1[CH:6]=[C:7]([O:8][CH3:9])[C:2]([B:22]([OH:25])[OH:23])=[C:3]([O:15][CH3:16])[CH:4]=1)([CH3:14])[CH3:13], predict the reactants needed to synthesize it. The reactants are: Br[C:2]1[C:7]([O:8][CH3:9])=[CH:6][C:5]([CH2:10][O:11][CH:12]([CH3:14])[CH3:13])=[CH:4][C:3]=1[O:15][CH3:16].C([Li])CCC.[B:22](OC)([O:25]C)[O:23]C.[Cl-].[NH4+]. (3) Given the product [OH:20][CH:15]([CH2:16][CH:17]([CH3:19])[CH3:18])[C:14]([N:11]1[CH2:10][CH2:9][NH:8][CH2:13][CH2:12]1)=[O:21], predict the reactants needed to synthesize it. The reactants are: C([N:8]1[CH2:13][CH2:12][N:11]([C:14](=[O:21])[CH:15]([OH:20])[CH2:16][CH:17]([CH3:19])[CH3:18])[CH2:10][CH2:9]1)C1C=CC=CC=1.